Dataset: Full USPTO retrosynthesis dataset with 1.9M reactions from patents (1976-2016). Task: Predict the reactants needed to synthesize the given product. (1) Given the product [CH2:1]([O:8][C:9]1[CH:10]=[C:11]([C:25]#[N:26])[C:12]2[S:16][C:15]([NH:17][C:18]([NH:20][CH2:21][CH3:22])=[O:19])=[N:14][C:13]=2[CH:23]=1)[C:2]1[CH:7]=[CH:6][CH:5]=[CH:4][CH:3]=1, predict the reactants needed to synthesize it. The reactants are: [CH2:1]([O:8][C:9]1[CH:10]=[C:11](Br)[C:12]2[S:16][C:15]([NH:17][C:18]([NH:20][CH2:21][CH3:22])=[O:19])=[N:14][C:13]=2[CH:23]=1)[C:2]1[CH:7]=[CH:6][CH:5]=[CH:4][CH:3]=1.[CH3:25][N:26](C=O)C. (2) The reactants are: [CH:1]([O:4][C:5]1[N:10]=[C:9]([C:11]2[C:19]3[C:14](=[CH:15][CH:16]=[C:17]([C:20]4[N:24]=[C:23]([NH:25][C:26](=[O:28])[CH3:27])[O:22][N:21]=4)[CH:18]=3)[N:13](S(C3C=CC(C)=CC=3)(=O)=O)[CH:12]=2)[CH:8]=[N:7][CH:6]=1)([CH3:3])[CH3:2].[OH-].[Na+]. Given the product [CH:1]([O:4][C:5]1[N:10]=[C:9]([C:11]2[C:19]3[C:14](=[CH:15][CH:16]=[C:17]([C:20]4[N:24]=[C:23]([NH:25][C:26](=[O:28])[CH3:27])[O:22][N:21]=4)[CH:18]=3)[NH:13][CH:12]=2)[CH:8]=[N:7][CH:6]=1)([CH3:3])[CH3:2], predict the reactants needed to synthesize it. (3) Given the product [Cl:19][C:20]1[CH:25]=[CH:24][C:23]([C:2]2[C:10]3[N:9]4[CH2:11][CH2:12][CH2:13][NH:14][C:15](=[O:16])[C:8]4=[CH:7][C:6]=3[CH:5]=[C:4]([C:17]#[N:18])[CH:3]=2)=[CH:22][C:21]=1[C:29]([F:30])([F:31])[F:32], predict the reactants needed to synthesize it. The reactants are: Br[C:2]1[C:10]2[N:9]3[CH2:11][CH2:12][CH2:13][NH:14][C:15](=[O:16])[C:8]3=[CH:7][C:6]=2[CH:5]=[C:4]([C:17]#[N:18])[CH:3]=1.[Cl:19][C:20]1[CH:25]=[CH:24][C:23](B(O)O)=[CH:22][C:21]=1[C:29]([F:32])([F:31])[F:30]. (4) Given the product [Cl:34][C:35]1[CH:40]=[C:39]([N:15]2[C:16]3[C:21](=[CH:20][C:19]([C:23]([N:25]4[CH2:30][CH2:29][N:28]([CH:31]([CH3:33])[CH3:32])[CH2:27][CH2:26]4)=[O:24])=[CH:18][CH:17]=3)[CH:22]=[C:14]2[C:12]([N:9]2[CH2:8][CH2:7][N:6]([C:4]([CH:1]3[CH2:3][CH2:2]3)=[O:5])[CH2:11][CH2:10]2)=[O:13])[CH:38]=[CH:37][CH:36]=1, predict the reactants needed to synthesize it. The reactants are: [CH:1]1([C:4]([N:6]2[CH2:11][CH2:10][N:9]([C:12]([C:14]3[NH:15][C:16]4[C:21]([CH:22]=3)=[CH:20][C:19]([C:23]([N:25]3[CH2:30][CH2:29][N:28]([CH:31]([CH3:33])[CH3:32])[CH2:27][CH2:26]3)=[O:24])=[CH:18][CH:17]=4)=[O:13])[CH2:8][CH2:7]2)=[O:5])[CH2:3][CH2:2]1.[Cl:34][C:35]1[CH:36]=[C:37](B(O)O)[CH:38]=[CH:39][CH:40]=1. (5) Given the product [Cl:27][C:9]1[N:8]=[C:7]([NH:2][CH3:1])[C:12]([N+:13]([O-:15])=[O:14])=[C:11]([NH:16][CH2:17][C:18]2[C:23]([CH3:24])=[CH:22][CH:21]=[CH:20][C:19]=2[CH2:25][CH3:26])[CH:10]=1, predict the reactants needed to synthesize it. The reactants are: [CH3:1][NH2:2].C(O)C.Cl[C:7]1[C:12]([N+:13]([O-:15])=[O:14])=[C:11]([NH:16][CH2:17][C:18]2[C:23]([CH3:24])=[CH:22][CH:21]=[CH:20][C:19]=2[CH2:25][CH3:26])[CH:10]=[C:9]([Cl:27])[N:8]=1. (6) Given the product [CH3:1][N:2]([C@@H:3]1[CH2:7][CH2:6][N:5]([C:8]2[C:9]3[CH:16]=[CH:15][N:14]([CH2:17][O:18][CH2:19][CH2:20][Si:21]([CH3:23])([CH3:22])[CH3:24])[C:10]=3[N:11]=[CH:12][N:13]=2)[CH2:4]1)[C:26]1[CH:31]=[C:30]([CH3:32])[C:29]([N+:33]([O-:35])=[O:34])=[CH:28][N:27]=1, predict the reactants needed to synthesize it. The reactants are: [CH3:1][NH:2][C@@H:3]1[CH2:7][CH2:6][N:5]([C:8]2[C:9]3[CH:16]=[CH:15][N:14]([CH2:17][O:18][CH2:19][CH2:20][Si:21]([CH3:24])([CH3:23])[CH3:22])[C:10]=3[N:11]=[CH:12][N:13]=2)[CH2:4]1.Cl[C:26]1[CH:31]=[C:30]([CH3:32])[C:29]([N+:33]([O-:35])=[O:34])=[CH:28][N:27]=1.CCN(C(C)C)C(C)C.O. (7) Given the product [F:32][C:26]1[CH:27]=[C:28]([F:31])[CH:29]=[CH:30][C:25]=1[CH2:24][CH2:23][C:12]1[CH:13]=[C:14]([OH:15])[C:9](=[O:8])[NH:10][N:11]=1, predict the reactants needed to synthesize it. The reactants are: C([O:8][C:9]1[N:10]=[N:11][C:12]([C:23]#[C:24][C:25]2[CH:30]=[CH:29][C:28]([F:31])=[CH:27][C:26]=2[F:32])=[CH:13][C:14]=1[O:15]CC1C=CC=CC=1)C1C=CC=CC=1. (8) Given the product [C:1]([C:3]1[CH:4]=[CH:5][C:6]([N:9]2[C:13]([C:14]3[C:15]([CH3:43])=[C:16]([C:33]4[CH:38]=[CH:37][CH:36]=[C:35]([C:39]([F:42])([F:40])[F:41])[CH:34]=4)[C:17]4[N:18]([N:20]=[C:21]([NH:23][C:24]([NH:26][CH:27]5[CH2:28][CH2:29][N:30]([S:45]([CH3:44])(=[O:47])=[O:46])[CH2:31][CH2:32]5)=[O:25])[N:22]=4)[CH:19]=3)=[CH:12][CH:11]=[N:10]2)=[CH:7][CH:8]=1)#[N:2], predict the reactants needed to synthesize it. The reactants are: [C:1]([C:3]1[CH:8]=[CH:7][C:6]([N:9]2[C:13]([C:14]3[C:15]([CH3:43])=[C:16]([C:33]4[CH:38]=[CH:37][CH:36]=[C:35]([C:39]([F:42])([F:41])[F:40])[CH:34]=4)[C:17]4[N:18]([N:20]=[C:21]([NH:23][C:24]([NH:26][CH:27]5[CH2:32][CH2:31][NH:30][CH2:29][CH2:28]5)=[O:25])[N:22]=4)[CH:19]=3)=[CH:12][CH:11]=[N:10]2)=[CH:5][CH:4]=1)#[N:2].[CH3:44][S:45](Cl)(=[O:47])=[O:46]. (9) Given the product [CH3:13][S:14]([O:1][CH2:2][C:3]1[CH:4]=[C:5]([CH:10]=[CH:11][N:12]=1)[C:6]([O:8][CH3:9])=[O:7])(=[O:16])=[O:15], predict the reactants needed to synthesize it. The reactants are: [OH:1][CH2:2][C:3]1[CH:4]=[C:5]([CH:10]=[CH:11][N:12]=1)[C:6]([O:8][CH3:9])=[O:7].[CH3:13][S:14](Cl)(=[O:16])=[O:15]. (10) Given the product [CH3:24][O:25][CH2:26][CH2:27][O:28][C:8]1[N:16]=[C:15]2[C:11]([N:12]=[CH:13][N:14]2[CH:17]2[CH2:22][CH2:21][CH2:20][CH2:19][O:18]2)=[C:10]([NH2:23])[N:9]=1, predict the reactants needed to synthesize it. The reactants are: CC(C)([O-])C.[K+].Cl[C:8]1[N:16]=[C:15]2[C:11]([N:12]=[CH:13][N:14]2[CH:17]2[CH2:22][CH2:21][CH2:20][CH2:19][O:18]2)=[C:10]([NH2:23])[N:9]=1.[CH3:24][O:25][CH2:26][CH2:27][OH:28].